This data is from Forward reaction prediction with 1.9M reactions from USPTO patents (1976-2016). The task is: Predict the product of the given reaction. (1) Given the reactants [CH3:1][O:2][C:3]1[CH:8]=[C:7]([O:9][CH3:10])[CH:6]=[C:5]([CH:11]=[CH:12][C:13]2[CH:18]=[CH:17][C:16]([O:19][CH3:20])=[CH:15][CH:14]=2)[C:4]=1[CH:21]([C:23]1[CH:28]=[C:27]([O:29][CH3:30])[CH:26]=[C:25]([O:31][CH3:32])[CH:24]=1)O.C(O)(C(F)(F)F)=[O:34].C([O-])([O-])=O.[K+].[K+].CO, predict the reaction product. The product is: [CH3:32][O:31][C:25]1[CH:24]=[C:23]([CH:21]2[C:4]3[C:5](=[CH:6][C:7]([O:9][CH3:10])=[CH:8][C:3]=3[O:2][CH3:1])[CH:11]([OH:34])[CH:12]2[C:13]2[CH:18]=[CH:17][C:16]([O:19][CH3:20])=[CH:15][CH:14]=2)[CH:28]=[C:27]([O:29][CH3:30])[CH:26]=1. (2) Given the reactants [NH:1]1[CH2:5][CH2:4][CH2:3][C:2]1=[O:6].[H-].[Na+].Cl[CH2:10][CH2:11][N:12]1[CH2:17][CH2:16][CH2:15][CH:14]([N:18]2[C:22]3[C:23]4[CH:24]=[CH:25][CH:26]=[CH:27][C:28]=4[S:29](=[O:32])(=[O:31])[CH2:30][C:21]=3[C:20]([C:33]([N:35]3[CH2:40][CH2:39][O:38][CH2:37][CH2:36]3)=[O:34])=[N:19]2)[CH2:13]1.[Na+].[I-], predict the reaction product. The product is: [N:35]1([C:33]([C:20]2[C:21]3[CH2:30][S:29](=[O:32])(=[O:31])[C:28]4[CH:27]=[CH:26][CH:25]=[CH:24][C:23]=4[C:22]=3[N:18]([CH:14]3[CH2:15][CH2:16][CH2:17][N:12]([CH2:11][CH2:10][N:1]4[CH2:5][CH2:4][CH2:3][C:2]4=[O:6])[CH2:13]3)[N:19]=2)=[O:34])[CH2:36][CH2:37][O:38][CH2:39][CH2:40]1. (3) The product is: [C:12]1([CH:18]([C:22]2[CH:23]=[CH:24][CH:25]=[CH:26][CH:27]=2)[C:19]2[NH:11][C:6]3[CH:5]=[C:4]([N+:1]([O-:3])=[O:2])[CH:9]=[CH:8][C:7]=3[N:10]=2)[CH:17]=[CH:16][CH:15]=[CH:14][CH:13]=1. Given the reactants [N+:1]([C:4]1[CH:9]=[CH:8][C:7]([NH2:10])=[C:6]([NH2:11])[CH:5]=1)([O-:3])=[O:2].[C:12]1([CH:18]([C:22]2[CH:27]=[CH:26][CH:25]=[CH:24][CH:23]=2)[C:19](O)=O)[CH:17]=[CH:16][CH:15]=[CH:14][CH:13]=1, predict the reaction product. (4) The product is: [CH2:25]([N:22]([CH2:23][CH3:24])[C:21](=[O:27])[O:20][C:7]1[CH:8]=[CH:9][C:10]([C:12]([CH3:13])([CH3:15])[CH3:14])=[CH:11][C:6]=1[O:5][C:4](=[O:28])[N:3]([CH2:1][CH3:2])[CH2:29][CH3:30])[CH3:26]. Given the reactants [CH2:1]([N:3]([CH2:29][CH3:30])[C:4](=[O:28])[O:5][C:6]1[CH:11]=[C:10]([C:12]([CH3:15])([CH3:14])[CH3:13])[CH:9]=[C:8](C(C)(C)C)[C:7]=1[O:20][C:21](=[O:27])[N:22]([CH2:25][CH3:26])[CH2:23][CH3:24])[CH3:2].C(C1C=C(O)C(=CC=1)O)(C)(C)C, predict the reaction product. (5) The product is: [Cl:1][C:2]1[CH:32]=[CH:31][C:5]([CH2:6][N:7]2[CH:8]=[C:9]([C:14]3[CH:15]=[CH:16][C:17]([O:18][CH2:19][CH2:20][NH2:21])=[CH:29][CH:30]=3)[CH:10]=[CH:11][C:12]2=[O:13])=[C:4]([F:33])[CH:3]=1. Given the reactants [Cl:1][C:2]1[CH:32]=[CH:31][C:5]([CH2:6][N:7]2[C:12](=[O:13])[CH:11]=[CH:10][C:9]([C:14]3[CH:30]=[CH:29][C:17]([O:18][CH2:19][CH2:20][NH:21]C(=O)OC(C)(C)C)=[CH:16][CH:15]=3)=[CH:8]2)=[C:4]([F:33])[CH:3]=1, predict the reaction product. (6) Given the reactants C1(C)C=CC(S(O[CH:11]2[CH2:16][CH2:15][N:14]([C:17]3[CH:22]=[CH:21][C:20]([N:23]4[CH2:27][C@H:26]([CH2:28][NH:29][C:30](=[O:32])[CH3:31])[O:25][C:24]4=[O:33])=[CH:19][C:18]=3[F:34])[CH2:13][CH2:12]2)(=O)=O)=CC=1.[NH:36]1[C:40]([C:41]2[CH:46]=[CH:45][N:44]=[CH:43][CH:42]=2)=[N:39][N:38]=[N:37]1.C([O-])([O-])=O.[K+].[K+], predict the reaction product. The product is: [N:44]1[CH:45]=[CH:46][C:41]([C:40]2[N:39]([CH:11]3[CH2:16][CH2:15][N:14]([C:17]4[CH:22]=[CH:21][C:20]([N:23]5[CH2:27][C@H:26]([CH2:28][NH:29][C:30](=[O:32])[CH3:31])[O:25][C:24]5=[O:33])=[CH:19][C:18]=4[F:34])[CH2:13][CH2:12]3)[N:38]=[N:37][N:36]=2)=[CH:42][CH:43]=1.